This data is from Forward reaction prediction with 1.9M reactions from USPTO patents (1976-2016). The task is: Predict the product of the given reaction. (1) Given the reactants [NH2:1][C:2]1[N:7]=[N:6][C:5]([CH2:8][C:9]([O:11][CH3:12])=[O:10])=[CH:4][CH:3]=1.[CH:13](OCC)(OCC)OCC.[N-:23]=[N+:24]=[N-:25].[Na+], predict the reaction product. The product is: [N:1]1([C:2]2[N:7]=[N:6][C:5]([CH2:8][C:9]([O:11][CH3:12])=[O:10])=[CH:4][CH:3]=2)[CH:13]=[N:25][N:24]=[N:23]1. (2) The product is: [N+:1]([C:19]1[CH:20]=[CH:21][C:11]2[NH:10][C:16](=[O:17])[CH2:15][CH2:14][CH2:13][C:12]=2[CH:18]=1)([O-:4])=[O:2]. Given the reactants [N+:1]([O-:4])(O)=[O:2].S(O)(O)(=O)=O.[NH:10]1[C:16](=[O:17])[CH2:15][CH2:14][CH2:13][C:12]2[CH:18]=[CH:19][CH:20]=[CH:21][C:11]1=2.[N+]([O-])(O)=O.S(=O)(=O)(O)O, predict the reaction product.